The task is: Predict which catalyst facilitates the given reaction.. This data is from Catalyst prediction with 721,799 reactions and 888 catalyst types from USPTO. (1) Reactant: O.C1(C)C=CC(S(O)(=O)=O)=CC=1.[CH3:13][S:14]([O:17][CH:18]([CH:20]([C:34]1[CH:39]=[CH:38][CH:37]=[CH:36][CH:35]=1)[CH2:21][CH2:22][O:23][Si](C(C)C)(C(C)C)C(C)C)[CH3:19])(=[O:16])=[O:15].C(OCC)(=O)C.C(=O)([O-])O.[Na+]. Product: [CH3:13][S:14]([O:17][CH:18]([CH:20]([C:34]1[CH:35]=[CH:36][CH:37]=[CH:38][CH:39]=1)[CH2:21][CH2:22][OH:23])[CH3:19])(=[O:16])=[O:15]. The catalyst class is: 5. (2) Reactant: [CH2:1]([S:8]([NH:11][C:12]([CH:14]1[CH2:19][CH2:18][N:17]([C:20]2[CH:30]=[CH:29][C:23]([C:24]([O:26][CH2:27][CH3:28])=[O:25])=[C:22]([Cl:31])[N:21]=2)[CH2:16][CH2:15]1)=[O:13])(=[O:10])=[O:9])[C:2]1[CH:7]=[CH:6][CH:5]=[CH:4][CH:3]=1.C1C(=O)N([Cl:39])C(=O)C1. Product: [CH2:1]([S:8]([NH:11][C:12]([CH:14]1[CH2:15][CH2:16][N:17]([C:20]2[C:30]([Cl:39])=[CH:29][C:23]([C:24]([O:26][CH2:27][CH3:28])=[O:25])=[C:22]([Cl:31])[N:21]=2)[CH2:18][CH2:19]1)=[O:13])(=[O:9])=[O:10])[C:2]1[CH:7]=[CH:6][CH:5]=[CH:4][CH:3]=1. The catalyst class is: 23.